The task is: Predict the product of the given reaction.. This data is from Forward reaction prediction with 1.9M reactions from USPTO patents (1976-2016). (1) Given the reactants [CH2:1]([O:3][C:4]([C:6]([CH3:54])([O:8][C:9]1[CH:14]=[CH:13][C:12]([C:15]2[N:20]=[C:19]([C:21]3[CH:26]=[CH:25][C:24]([O:27][C:28]([CH3:35])([C:30]([O:32][CH2:33][CH3:34])=[O:31])[CH3:29])=[CH:23][C:22]=3[OH:36])[N:18]=[C:17]([C:37]3[CH:42]=[CH:41][C:40]([O:43][C:44]([CH3:51])([C:46]([O:48][CH2:49][CH3:50])=[O:47])[CH3:45])=[CH:39][C:38]=3[OH:52])[N:16]=2)=[C:11]([OH:53])[CH:10]=1)[CH3:7])=[O:5])[CH3:2].C(O)C[CH2:57][CH3:58].[CH2:60]([Sn](=O)CCCC)[CH2:61]CC.[C:70]1(C)C(C)=CC=C[CH:75]=1, predict the reaction product. The product is: [CH2:1]([O:3][C:4]([C:6]([CH3:54])([O:8][C:9]1[CH:14]=[CH:13][C:12]([C:15]2[N:20]=[C:19]([C:21]3[CH:26]=[CH:25][C:24]([O:27][C:28]([CH3:35])([C:30]([O:32][CH2:33][CH2:34][CH2:70][CH3:75])=[O:31])[CH3:29])=[CH:23][C:22]=3[OH:36])[N:18]=[C:17]([C:37]3[CH:42]=[CH:41][C:40]([O:43][C:44]([CH3:51])([C:46]([O:48][CH2:49][CH2:50][CH2:57][CH3:58])=[O:47])[CH3:45])=[CH:39][C:38]=3[OH:52])[N:16]=2)=[C:11]([OH:53])[CH:10]=1)[CH3:7])=[O:5])[CH2:2][CH2:60][CH3:61]. (2) Given the reactants [C:1]1([C:7]2[C:8]3[CH:15]=[CH:14][NH:13][C:9]=3[N:10]=[CH:11][N:12]=2)[CH:6]=[CH:5][CH:4]=[CH:3][CH:2]=1.C1C(=O)N([I:23])C(=O)C1, predict the reaction product. The product is: [I:23][C:15]1[C:8]2[C:7]([C:1]3[CH:2]=[CH:3][CH:4]=[CH:5][CH:6]=3)=[N:12][CH:11]=[N:10][C:9]=2[NH:13][CH:14]=1.